Task: Predict the reaction yield, written as a fraction of the theoretical maximum amount of product (1.0 means a 100% yield; for example, 0.34 means a 34% yield).. Dataset: Reaction yield outcomes from USPTO patents with 853,638 reactions (1) The reactants are C(Cl)(=O)C(Cl)=O.CS(C)=O.[C:11]([O:15][C:16]([NH:18][C@H:19]1[CH2:24][CH2:23][C@H:22]([OH:25])[CH2:21][CH2:20]1)=[O:17])([CH3:14])([CH3:13])[CH3:12].C(N(CC)CC)C. The catalyst is C(Cl)Cl.O. The product is [O:25]=[C:22]1[CH2:21][CH2:20][CH:19]([NH:18][C:16](=[O:17])[O:15][C:11]([CH3:13])([CH3:12])[CH3:14])[CH2:24][CH2:23]1. The yield is 0.900. (2) The reactants are [Cl:1][C:2]1[CH:3]=[C:4]([S:8]([NH:11][C:12]2[CH:20]=[CH:19][C:15]([C:16]([OH:18])=[O:17])=[C:14]([OH:21])[CH:13]=2)(=[O:10])=[O:9])[S:5][C:6]=1[Cl:7].[CH2:22](O)[CH2:23][CH2:24][CH3:25]. No catalyst specified. The product is [Cl:1][C:2]1[CH:3]=[C:4]([S:8]([NH:11][C:12]2[CH:20]=[CH:19][C:15]([C:16]([O:18][CH2:22][CH2:23][CH2:24][CH3:25])=[O:17])=[C:14]([OH:21])[CH:13]=2)(=[O:9])=[O:10])[S:5][C:6]=1[Cl:7]. The yield is 0.600. (3) The reactants are [CH2:1]([O:3][C:4]1[CH:5]=[C:6]([CH:12]([N:17]2[C:21](=[O:22])[C:20]3=[C:23]([OH:27])[CH:24]=[CH:25][CH:26]=[C:19]3[C:18]2=[O:28])[CH2:13][C:14](O)=[O:15])[CH:7]=[CH:8][C:9]=1[O:10][CH3:11])[CH3:2].C(N1C=CN=C1)(N1C=CN=C1)=O.Cl.[NH2:42][OH:43]. The catalyst is O1CCCC1. The product is [CH2:1]([O:3][C:4]1[CH:5]=[C:6]([CH:12]([N:17]2[C:21](=[O:22])[C:20]3=[C:23]([OH:27])[CH:24]=[CH:25][CH:26]=[C:19]3[C:18]2=[O:28])[CH2:13][C:14]([NH:42][OH:43])=[O:15])[CH:7]=[CH:8][C:9]=1[O:10][CH3:11])[CH3:2]. The yield is 0.800. (4) The reactants are [N+:1]([C:4]1[CH:5]=[C:6]2[C:11](=[O:12])[O:10][C:8](=O)[C:7]2=[CH:13][CH:14]=1)([O-:3])=[O:2].[NH2:15][CH2:16][CH2:17][CH2:18][C:19]([OH:21])=[O:20]. No catalyst specified. The product is [N+:1]([C:4]1[CH:5]=[C:6]2[C:11](=[O:12])[N:15]([CH2:16][CH2:17][CH2:18][C:19]([OH:21])=[O:20])[C:8](=[O:10])[C:7]2=[CH:13][CH:14]=1)([O-:3])=[O:2]. The yield is 0.980. (5) The reactants are [CH2:1]([O:3][C:4](=[O:33])[CH2:5][NH:6][C:7]([N:9]([CH2:18][C:19]1[CH:24]=[CH:23][C:22]([CH2:25][CH2:26][CH2:27][CH2:28][CH2:29][CH2:30][CH2:31][CH3:32])=[CH:21][CH:20]=1)[NH:10]C(OC(C)(C)C)=O)=[O:8])[CH3:2].C(C1C=CC(N(C)C(=O)OC(C)(C)C)=CC=1)CCCCCCC. No catalyst specified. The product is [CH2:25]([C:22]1[CH:23]=[CH:24][C:19]([CH2:18][N:9]([C:7]([NH:6][CH2:5][C:4]([O:3][CH2:1][CH3:2])=[O:33])=[O:8])[NH2:10])=[CH:20][CH:21]=1)[CH2:26][CH2:27][CH2:28][CH2:29][CH2:30][CH2:31][CH3:32]. The yield is 0.890. (6) The reactants are [Si:1]([O:8][CH2:9][CH2:10][CH2:11][CH2:12][N:13]1[C:21]2[CH:20]=[CH:19][N:18]=[CH:17][C:16]=2[CH:15]=[C:14]1[C:22](OCC)=[O:23])([C:4]([CH3:7])([CH3:6])[CH3:5])([CH3:3])[CH3:2].[H-].[H-].[H-].[H-].[Li+].[Al+3]. The catalyst is C1COCC1. The product is [Si:1]([O:8][CH2:9][CH2:10][CH2:11][CH2:12][N:13]1[C:21]2[CH:20]=[CH:19][N:18]=[CH:17][C:16]=2[CH:15]=[C:14]1[CH2:22][OH:23])([C:4]([CH3:7])([CH3:5])[CH3:6])([CH3:3])[CH3:2]. The yield is 0.930. (7) The product is [C:25]([CH2:24][CH2:23][CH2:22][N:7]1[CH2:6][CH2:5][N:4]([C:8]([O:10][C:11]([CH3:13])([CH3:12])[CH3:14])=[O:9])[CH2:3][CH:2]1[CH3:1])#[N:26]. The catalyst is CN(C)C=O. The yield is 0.750. The reactants are [CH3:1][CH:2]1[NH:7][CH2:6][CH2:5][N:4]([C:8]([O:10][C:11]([CH3:14])([CH3:13])[CH3:12])=[O:9])[CH2:3]1.C(=O)([O-])[O-].[K+].[K+].Br[CH2:22][CH2:23][CH2:24][C:25]#[N:26].O.